Predict the product of the given reaction. From a dataset of Forward reaction prediction with 1.9M reactions from USPTO patents (1976-2016). Given the reactants [Br:1][C:2]1[CH:3]=[C:4]([NH2:9])[C:5]([NH2:8])=[CH:6][CH:7]=1.[C:10]1(C)C=CC(S([O-])(=O)=O)=CC=1.[NH+]1C=CC=CC=1, predict the reaction product. The product is: [Br:1][C:2]1[CH:7]=[CH:6][C:5]2[N:8]=[CH:10][NH:9][C:4]=2[CH:3]=1.